This data is from NCI-60 drug combinations with 297,098 pairs across 59 cell lines. The task is: Regression. Given two drug SMILES strings and cell line genomic features, predict the synergy score measuring deviation from expected non-interaction effect. (1) Drug 1: CC1C(C(=O)NC(C(=O)N2CCCC2C(=O)N(CC(=O)N(C(C(=O)O1)C(C)C)C)C)C(C)C)NC(=O)C3=C4C(=C(C=C3)C)OC5=C(C(=O)C(=C(C5=N4)C(=O)NC6C(OC(=O)C(N(C(=O)CN(C(=O)C7CCCN7C(=O)C(NC6=O)C(C)C)C)C)C(C)C)C)N)C. Drug 2: CC1=C(C=C(C=C1)NC(=O)C2=CC=C(C=C2)CN3CCN(CC3)C)NC4=NC=CC(=N4)C5=CN=CC=C5. Cell line: CAKI-1. Synergy scores: CSS=6.04, Synergy_ZIP=22.8, Synergy_Bliss=27.9, Synergy_Loewe=24.4, Synergy_HSA=21.8. (2) Drug 1: CNC(=O)C1=CC=CC=C1SC2=CC3=C(C=C2)C(=NN3)C=CC4=CC=CC=N4. Drug 2: C1=NC2=C(N1)C(=S)N=C(N2)N. Cell line: RPMI-8226. Synergy scores: CSS=33.4, Synergy_ZIP=4.54, Synergy_Bliss=4.02, Synergy_Loewe=-11.3, Synergy_HSA=0.533. (3) Drug 1: C1CN1P(=S)(N2CC2)N3CC3. Drug 2: CC1=C(C(=CC=C1)Cl)NC(=O)C2=CN=C(S2)NC3=CC(=NC(=N3)C)N4CCN(CC4)CCO. Cell line: DU-145. Synergy scores: CSS=16.7, Synergy_ZIP=0.967, Synergy_Bliss=-3.10, Synergy_Loewe=-6.17, Synergy_HSA=-5.83. (4) Drug 1: C1=NC2=C(N1)C(=S)N=CN2. Drug 2: C1CCC(C(C1)N)N.C(=O)(C(=O)[O-])[O-].[Pt+4]. Cell line: TK-10. Synergy scores: CSS=25.3, Synergy_ZIP=-7.45, Synergy_Bliss=-6.31, Synergy_Loewe=-14.8, Synergy_HSA=-4.28. (5) Drug 1: CC12CCC3C(C1CCC2O)C(CC4=C3C=CC(=C4)O)CCCCCCCCCS(=O)CCCC(C(F)(F)F)(F)F. Drug 2: CC12CCC3C(C1CCC2OP(=O)(O)O)CCC4=C3C=CC(=C4)OC(=O)N(CCCl)CCCl.[Na+]. Cell line: SF-268. Synergy scores: CSS=5.23, Synergy_ZIP=-0.127, Synergy_Bliss=2.88, Synergy_Loewe=1.02, Synergy_HSA=1.18. (6) Drug 1: CC(CN1CC(=O)NC(=O)C1)N2CC(=O)NC(=O)C2. Cell line: SW-620. Synergy scores: CSS=33.0, Synergy_ZIP=-9.96, Synergy_Bliss=-1.77, Synergy_Loewe=-10.2, Synergy_HSA=-1.64. Drug 2: CC12CCC3C(C1CCC2OP(=O)(O)O)CCC4=C3C=CC(=C4)OC(=O)N(CCCl)CCCl.[Na+]. (7) Drug 1: C1=NC2=C(N=C(N=C2N1C3C(C(C(O3)CO)O)O)F)N. Drug 2: CNC(=O)C1=NC=CC(=C1)OC2=CC=C(C=C2)NC(=O)NC3=CC(=C(C=C3)Cl)C(F)(F)F. Cell line: SK-MEL-2. Synergy scores: CSS=6.19, Synergy_ZIP=-3.53, Synergy_Bliss=-4.78, Synergy_Loewe=-11.6, Synergy_HSA=-9.28.